This data is from Reaction yield outcomes from USPTO patents with 853,638 reactions. The task is: Predict the reaction yield, written as a fraction of the theoretical maximum amount of product (1.0 means a 100% yield; for example, 0.34 means a 34% yield). (1) The reactants are [Cl:1][C:2]1[CH:8]=[C:7]([O:9][C:10]2[C:19]3[C:14](=[CH:15][C:16]([O:22][CH3:23])=[C:17]([O:20][CH3:21])[CH:18]=3)[N:13]=[CH:12][N:11]=2)[CH:6]=[CH:5][C:3]=1[NH2:4].C1(C)C=CC=CC=1.C(N(CC)CC)C.Cl[C:39](Cl)([O:41]C(=O)OC(Cl)(Cl)Cl)Cl.[F:50][C:51]1[CH:59]=[CH:58][C:54]([CH:55]([OH:57])[CH3:56])=[CH:53][CH:52]=1. The catalyst is C(Cl)Cl. The product is [Cl:1][C:2]1[CH:8]=[C:7]([O:9][C:10]2[C:19]3[C:14](=[CH:15][C:16]([O:22][CH3:23])=[C:17]([O:20][CH3:21])[CH:18]=3)[N:13]=[CH:12][N:11]=2)[CH:6]=[CH:5][C:3]=1[NH:4][C:39](=[O:41])[O:57][CH:55]([C:54]1[CH:58]=[CH:59][C:51]([F:50])=[CH:52][CH:53]=1)[CH3:56]. The yield is 0.350. (2) The reactants are [OH:1][C:2]1[C:3]([N+:8]([O-:10])=[O:9])=[N:4][CH:5]=[CH:6][CH:7]=1.C1(P(C2C=CC=CC=2)C2C=CC=CC=2)C=CC=CC=1.[Cl:30][C:31]1[C:36]([F:37])=[CH:35][CH:34]=[C:33]([Cl:38])[C:32]=1[C@@H:39](O)[CH3:40].N(C(OC(C)C)=O)=NC(OC(C)C)=O. The catalyst is C1COCC1. The product is [Cl:30][C:31]1[C:36]([F:37])=[CH:35][CH:34]=[C:33]([Cl:38])[C:32]=1[C@H:39]([O:1][C:2]1[C:3]([N+:8]([O-:10])=[O:9])=[N:4][CH:5]=[CH:6][CH:7]=1)[CH3:40]. The yield is 0.883.